This data is from Forward reaction prediction with 1.9M reactions from USPTO patents (1976-2016). The task is: Predict the product of the given reaction. (1) Given the reactants C(O[C:4](=[O:17])[CH2:5][C:6]1([CH2:13][N+]([O-])=O)[CH2:10][CH2:9][C:8]([CH3:12])([CH3:11])[CH2:7]1)C.[CH3:18]O, predict the reaction product. The product is: [CH3:12][C:8]1([CH3:11])[CH2:9][CH2:10][C:6]2([CH2:5][C:4](=[O:17])[CH2:18][CH2:13]2)[CH2:7]1. (2) Given the reactants [CH:1]([N:4]1[CH2:9][CH2:8][N:7]([C:10]([C:12]2[CH:17]=[CH:16][C:15]([CH2:18][N:19]3[CH2:24][CH2:23][O:22][CH2:21][CH2:20]3)=[CH:14][CH:13]=2)=[O:11])[CH2:6][CH2:5]1)([CH3:3])[CH3:2].[C:25]([OH:32])(=[O:31])/[CH:26]=[CH:27]/[C:28]([OH:30])=[O:29], predict the reaction product. The product is: [C:25]([OH:32])(=[O:31])/[CH:26]=[CH:27]/[C:28]([OH:30])=[O:29].[CH:1]([N:4]1[CH2:9][CH2:8][N:7]([C:10]([C:12]2[CH:13]=[CH:14][C:15]([CH2:18][N:19]3[CH2:20][CH2:21][O:22][CH2:23][CH2:24]3)=[CH:16][CH:17]=2)=[O:11])[CH2:6][CH2:5]1)([CH3:3])[CH3:2]. (3) Given the reactants [C@@H:1]12[CH2:6][C@@H:5]1[CH2:4][NH:3][CH2:2]2.[I-].[Na+].Cl[CH2:10][CH2:11][CH2:12][O:13][C:14]1[CH:22]=[CH:21][C:17]([C:18]([NH2:20])=[O:19])=[CH:16][CH:15]=1, predict the reaction product. The product is: [C@@H:1]12[CH2:6][C@@H:5]1[CH2:4][N:3]([CH2:10][CH2:11][CH2:12][O:13][C:14]1[CH:22]=[CH:21][C:17]([C:18]([NH2:20])=[O:19])=[CH:16][CH:15]=1)[CH2:2]2.